Dataset: Forward reaction prediction with 1.9M reactions from USPTO patents (1976-2016). Task: Predict the product of the given reaction. (1) Given the reactants [Si:1]([O:8][C@H:9]([CH2:19][CH:20]([C:22]1[CH:27]=[C:26]([F:28])[CH:25]=[CH:24][C:23]=1[O:29][CH3:30])O)[CH2:10][NH:11][C:12](=[O:18])[O:13][C:14]([CH3:17])([CH3:16])[CH3:15])([C:4]([CH3:7])([CH3:6])[CH3:5])([CH3:3])[CH3:2].CS(Cl)(=O)=O.C([O-])(O)=O.[Na+], predict the reaction product. The product is: [Si:1]([O:8][CH:9]1[CH2:10][N:11]([C:12]([O:13][C:14]([CH3:17])([CH3:16])[CH3:15])=[O:18])[C@@H:20]([C:22]2[CH:27]=[C:26]([F:28])[CH:25]=[CH:24][C:23]=2[O:29][CH3:30])[CH2:19]1)([C:4]([CH3:7])([CH3:6])[CH3:5])([CH3:3])[CH3:2]. (2) Given the reactants [OH:1][C:2]1[CH:11]=[CH:10][CH:9]=[C:8]([O:12][CH3:13])[C:3]=1[C:4]([O:6][CH3:7])=[O:5].C1C(=O)N([Cl:21])C(=O)C1.C(O)(C(F)(F)F)=O, predict the reaction product. The product is: [Cl:21][C:9]1[C:8]([O:12][CH3:13])=[C:3]([C:2]([OH:1])=[CH:11][CH:10]=1)[C:4]([O:6][CH3:7])=[O:5].